Dataset: Full USPTO retrosynthesis dataset with 1.9M reactions from patents (1976-2016). Task: Predict the reactants needed to synthesize the given product. (1) Given the product [CH3:11][N:12]1[CH:16]=[C:15]([C:2]2[CH:3]=[C:4]3[CH:10]=[CH:9][NH:8][C:5]3=[N:6][CH:7]=2)[CH:14]=[N:13]1, predict the reactants needed to synthesize it. The reactants are: Br[C:2]1[CH:3]=[C:4]2[CH:10]=[CH:9][NH:8][C:5]2=[N:6][CH:7]=1.[CH3:11][N:12]1[CH:16]=[C:15](B2OC(C)(C)C(C)(C)O2)[CH:14]=[N:13]1. (2) The reactants are: [F:1][C:2]1[CH:3]=[C:4]([C:8]2[C:13](=[O:14])[N:12]3[C:15]([CH3:19])=[CH:16][CH:17]=[CH:18][C:11]3=[N:10][C:9]=2[CH:20](O)[CH3:21])[CH:5]=[CH:6][CH:7]=1.C1(P(C2C=CC=CC=2)C2C=CC=CC=2)C=CC=CC=1.[C:42]1(=[O:52])[NH:46][C:45](=[O:47])[C:44]2=[CH:48][CH:49]=[CH:50][CH:51]=[C:43]12.N(C(OC(C)C)=O)=NC(OC(C)C)=O. Given the product [F:1][C:2]1[CH:3]=[C:4]([C:8]2[C:13](=[O:14])[N:12]3[C:15]([CH3:19])=[CH:16][CH:17]=[CH:18][C:11]3=[N:10][C:9]=2[CH:20]([N:46]2[C:42](=[O:52])[C:43]3[C:44](=[CH:48][CH:49]=[CH:50][CH:51]=3)[C:45]2=[O:47])[CH3:21])[CH:5]=[CH:6][CH:7]=1, predict the reactants needed to synthesize it. (3) Given the product [Cl:55][C:56]1[CH:61]=[CH:60][C:59]([CH:62]([F:69])[CH:6]2[CH2:7][CH2:8][N:9]([S:12]([C:15]3[C:19]([CH3:20])=[N:18][NH:17][C:16]=3[CH3:22])(=[O:13])=[O:14])[CH2:10][CH2:11]2)=[CH:58][CH:57]=1, predict the reactants needed to synthesize it. The reactants are: ClC1C=C(C=CC=1Cl)O[CH:6]1[CH2:11][CH2:10][N:9]([S:12]([C:15]2[C:16]([CH3:22])=[N:17][N:18](C)[C:19]=2[CH3:20])(=[O:14])=[O:13])[CH2:8][CH2:7]1.ClC1C=C(C=CC=1Cl)NCC1CCN(S(C2C(C)=NN(C)C=2C)(=O)=O)CC1.Cl.[Cl:55][C:56]1[CH:61]=[CH:60][C:59]([CH:62]([F:69])C2CCNCC2)=[CH:58][CH:57]=1. (4) Given the product [F:23][C:20]([F:21])([F:22])[C:19]1[C:14]([N:11]2[CH2:10][CH2:9][NH:8][CH2:13][CH2:12]2)=[N:15][CH:16]=[CH:17][CH:18]=1, predict the reactants needed to synthesize it. The reactants are: C(OC([N:8]1[CH2:13][CH2:12][N:11]([C:14]2[C:19]([C:20]([F:23])([F:22])[F:21])=[CH:18][CH:17]=[CH:16][N:15]=2)[CH2:10][CH2:9]1)=O)(C)(C)C.C(O)(C(F)(F)F)=O.